Dataset: Reaction yield outcomes from USPTO patents with 853,638 reactions. Task: Predict the reaction yield, written as a fraction of the theoretical maximum amount of product (1.0 means a 100% yield; for example, 0.34 means a 34% yield). (1) The reactants are [NH2:1][C:2]1[CH:3]=[C:4]([CH:31]=[CH:32][CH:33]=1)[O:5][C:6]1[N:11]2[N:12]=[CH:13][CH:14]=[C:10]2[N:9]=[C:8]([NH:15][C:16]2[CH:21]=[CH:20][C:19]([N:22]3[CH2:27][CH2:26][N:25]([CH3:28])[CH2:24][CH2:23]3)=[CH:18][C:17]=2[O:29][CH3:30])[N:7]=1.CCN(C(C)C)C(C)C.[C:43](Cl)(=[O:46])[CH:44]=[CH2:45].C([O-])(O)=O.[Na+]. The catalyst is C(Cl)Cl. The product is [CH3:30][O:29][C:17]1[CH:18]=[C:19]([N:22]2[CH2:23][CH2:24][N:25]([CH3:28])[CH2:26][CH2:27]2)[CH:20]=[CH:21][C:16]=1[NH:15][C:8]1[N:7]=[C:6]([O:5][C:4]2[CH:3]=[C:2]([NH:1][C:43](=[O:46])[CH:44]=[CH2:45])[CH:33]=[CH:32][CH:31]=2)[N:11]2[N:12]=[CH:13][CH:14]=[C:10]2[N:9]=1. The yield is 0.120. (2) The reactants are [H-].[Na+].[CH3:3][S:4]([NH2:7])(=[O:6])=[O:5].[C:8]([C:12]1[CH:17]=[CH:16][C:15]([C:18]2[CH:23]=[CH:22][CH:21]=[C:20]([CH:24]3[C:33]([CH3:35])([CH3:34])[CH2:32][C:31]4[C:26](=[C:27]([C:37](O)=[O:38])[CH:28]=[C:29]([Cl:36])[CH:30]=4)[NH:25]3)[CH:19]=2)=[CH:14][CH:13]=1)([CH3:11])([CH3:10])[CH3:9].C(N1C=CN=C1)(N1C=CN=C1)=O. The catalyst is CN(C)C=O. The product is [C:8]([C:12]1[CH:17]=[CH:16][C:15]([C:18]2[CH:23]=[CH:22][CH:21]=[C:20]([CH:24]3[C:33]([CH3:35])([CH3:34])[CH2:32][C:31]4[C:26](=[C:27]([C:37]([NH:7][S:4]([CH3:3])(=[O:6])=[O:5])=[O:38])[CH:28]=[C:29]([Cl:36])[CH:30]=4)[NH:25]3)[CH:19]=2)=[CH:14][CH:13]=1)([CH3:11])([CH3:9])[CH3:10]. The yield is 0.400. (3) The reactants are [CH2:1]([O:5][C:6]1[CH:11]=[CH:10][C:9]([CH2:12][C:13](Cl)=[N:14][OH:15])=[CH:8][CH:7]=1)[CH2:2][CH2:3][CH3:4].[C:17]([C:19]1[C:20]([NH2:26])=[N:21][C:22]([NH2:25])=[CH:23][CH:24]=1)#[CH:18].C(N(CC)CC)C. The catalyst is O1CCCC1. The product is [CH2:1]([O:5][C:6]1[CH:11]=[CH:10][C:9]([CH2:12][C:13]2[CH:18]=[C:17]([C:19]3[C:20]([NH2:26])=[N:21][C:22]([NH2:25])=[CH:23][CH:24]=3)[O:15][N:14]=2)=[CH:8][CH:7]=1)[CH2:2][CH2:3][CH3:4]. The yield is 0.740.